This data is from Full USPTO retrosynthesis dataset with 1.9M reactions from patents (1976-2016). The task is: Predict the reactants needed to synthesize the given product. (1) The reactants are: Cl.[Cl:2][C:3]1[CH:4]=[CH:5][C:6]2[CH2:12][CH2:11][C:10]3[CH:13]=[CH:14][CH:15]=[CH:16][C:9]=3[N:8]([CH2:17][CH2:18][CH2:19][NH2:20])[C:7]=2[CH:21]=1.C(N(CC)CC)C.[Cl:29][C:30]1[S:31][C:32]([Cl:39])=[CH:33][C:34]=1[S:35](Cl)(=[O:37])=[O:36]. Given the product [Cl:29][C:30]1[S:31][C:32]([Cl:39])=[CH:33][C:34]=1[S:35]([NH:20][CH2:19][CH2:18][CH2:17][N:8]1[C:9]2[CH:16]=[CH:15][CH:14]=[CH:13][C:10]=2[CH2:11][CH2:12][C:6]2[CH:5]=[CH:4][C:3]([Cl:2])=[CH:21][C:7]1=2)(=[O:37])=[O:36], predict the reactants needed to synthesize it. (2) Given the product [CH2:1]([N:13]1[C:21]2[C:16]3[C:17](=[C:23]([Br:27])[CH:24]=[CH:25][C:15]=3[C:14]1=[O:26])[CH:18]=[CH:19][CH:20]=2)[CH2:2][CH2:3][CH2:4][CH2:5][CH2:6][CH2:7][CH2:8][CH2:9][CH2:10][CH2:11][CH3:12].[Br:22][C:34]1[C:39]2[C:38](=[C:28]([Br:27])[CH:29]=[CH:30][CH:31]=2)[CH:37]=[CH:36][CH:35]=1, predict the reactants needed to synthesize it. The reactants are: [CH2:1]([N:13]1[C:21]2[C:16]3[C:17](=[CH:23][CH:24]=[CH:25][C:15]=3[C:14]1=[O:26])[C:18]([Br:22])=[CH:19][CH:20]=2)[CH2:2][CH2:3][CH2:4][CH2:5][CH2:6][CH2:7][CH2:8][CH2:9][CH2:10][CH2:11][CH3:12].[Br:27][C:28]1[CH:29]=[CH:30][C:31]2C(=O)N[C:34]3[C:39]=2[C:38]=1[CH:37]=[CH:36][CH:35]=3. (3) Given the product [F:11][C:2]([F:1])([F:10])[C:3]1[CH:8]=[CH:7][CH:6]=[CH:5][C:4]=1[S:9][C:29]1[CH:20]=[CH:21][CH:22]=[CH:23][C:28]=1[N:27]1[CH2:26][CH2:25][NH:37][CH2:38][CH2:39]1, predict the reactants needed to synthesize it. The reactants are: [F:1][C:2]([F:11])([F:10])[C:3]1[CH:8]=[CH:7][CH:6]=[CH:5][C:4]=1[SH:9].[H-].[Na+].[H][H].N1[C:29]2[C:20](=[CH:21][CH:22]=[C:23]3[C:28]=2[N:27]=[CH:26][CH:25]=C3)C=CC=1.FC(F)(F)C(O)=O.[N:37]1C=CC=[CH:39][CH:38]=1.O. (4) Given the product [CH3:8][C:4]1[CH:5]=[CH:6][CH:7]=[C:2]([CH3:1])[C:3]=1[CH2:9][S:10]([C:13]1[CH:14]=[C:15]2[C:19](=[CH:20][CH:21]=1)[NH:18][C:17](=[O:22])/[C:16]/2=[CH:23]\[C:24]1[NH:28][C:27]([CH3:29])=[C:26]([C:30]([N:42]2[CH2:43][CH2:44][CH:39]([N:34]3[CH2:38][CH2:37][CH2:36][CH2:35]3)[CH2:40][CH2:41]2)=[O:31])[C:25]=1[CH3:33])(=[O:12])=[O:11], predict the reactants needed to synthesize it. The reactants are: [CH3:1][C:2]1[CH:7]=[CH:6][CH:5]=[C:4]([CH3:8])[C:3]=1[CH2:9][S:10]([C:13]1[CH:14]=[C:15]2[C:19](=[CH:20][CH:21]=1)[NH:18][C:17](=[O:22])/[C:16]/2=[CH:23]\[C:24]1[NH:28][C:27]([CH3:29])=[C:26]([C:30](O)=[O:31])[C:25]=1[CH3:33])(=[O:12])=[O:11].[N:34]1([CH:39]2[CH2:44][CH2:43][NH:42][CH2:41][CH2:40]2)[CH2:38][CH2:37][CH2:36][CH2:35]1.C1C=CC2N(O)N=NC=2C=1.CCN=C=NCCCN(C)C.Cl. (5) Given the product [F:26][C:20]1[C:21]([F:25])=[CH:22][CH:23]=[CH:24][C:19]=1[CH2:18][S:17][C:4]1[N:3]=[C:2]([NH:34][S:31]([N:27]2[CH2:30][CH2:29][CH2:28]2)(=[O:33])=[O:32])[CH:7]=[C:6]([CH2:8][CH:9]2[CH2:14][O:13][C:12]([CH3:16])([CH3:15])[O:11][CH2:10]2)[N:5]=1, predict the reactants needed to synthesize it. The reactants are: Cl[C:2]1[CH:7]=[C:6]([CH2:8][CH:9]2[CH2:14][O:13][C:12]([CH3:16])([CH3:15])[O:11][CH2:10]2)[N:5]=[C:4]([S:17][CH2:18][C:19]2[CH:24]=[CH:23][CH:22]=[C:21]([F:25])[C:20]=2[F:26])[N:3]=1.[N:27]1([S:31]([NH2:34])(=[O:33])=[O:32])[CH2:30][CH2:29][CH2:28]1.C(=O)([O-])[O-].[Cs+].[Cs+]. (6) Given the product [Br:29][C:27]1[CH:28]=[C:23]([NH:1][C:2]2[N:3]=[CH:4][C:5]([N:8]3[CH2:13][CH2:12][N:11]([C:14]([O:16][C:17]([CH3:20])([CH3:19])[CH3:18])=[O:15])[CH2:10][C@@H:9]3[CH3:21])=[N:6][CH:7]=2)[C:24](=[O:31])[N:25]([CH3:30])[CH:26]=1, predict the reactants needed to synthesize it. The reactants are: [NH2:1][C:2]1[N:3]=[CH:4][C:5]([N:8]2[CH2:13][CH2:12][N:11]([C:14]([O:16][C:17]([CH3:20])([CH3:19])[CH3:18])=[O:15])[CH2:10][C@@H:9]2[CH3:21])=[N:6][CH:7]=1.Br[C:23]1[C:24](=[O:31])[N:25]([CH3:30])[CH:26]=[C:27]([Br:29])[CH:28]=1.CC1(C)C2C(=C(P(C3C=CC=CC=3)C3C=CC=CC=3)C=CC=2)OC2C(P(C3C=CC=CC=3)C3C=CC=CC=3)=CC=CC1=2.C([O-])([O-])=O.[Cs+].[Cs+]. (7) Given the product [Cl:1][C:2]1[CH:3]=[CH:4][C:5]([C:8]2[C:12]([CH2:13][O:14][C:15]3[CH:23]=[CH:22][C:18]([C:19]([NH:50][CH2:49][CH2:47][OH:48])=[O:21])=[CH:17][N:16]=3)=[CH:11][O:10][N:9]=2)=[CH:6][CH:7]=1, predict the reactants needed to synthesize it. The reactants are: [Cl:1][C:2]1[CH:7]=[CH:6][C:5]([C:8]2[C:12]([CH2:13][O:14][C:15]3[CH:23]=[CH:22][C:18]([C:19]([OH:21])=O)=[CH:17][N:16]=3)=[CH:11][O:10][N:9]=2)=[CH:4][CH:3]=1.CC1ON=C(C2C=CC=CC=2)C=1COC1C=CC(C(O)=O)=CN=1.[CH2:47]([CH2:49][NH2:50])[OH:48]. (8) Given the product [CH2:1]([O:8][C:9]1[CH:14]=[CH:13][N:12]=[C:11]([CH2:15][Cl:20])[C:10]=1[CH3:17])[CH2:2][CH2:3][CH2:4][CH2:5][CH2:6][CH3:7], predict the reactants needed to synthesize it. The reactants are: [CH2:1]([O:8][C:9]1[CH:14]=[CH:13][N:12]=[C:11]([CH2:15]O)[C:10]=1[CH3:17])[CH2:2][CH2:3][CH2:4][CH2:5][CH2:6][CH3:7].S(Cl)([Cl:20])=O. (9) Given the product [Cl:1][C:2]1[CH:7]=[CH:6][N:5]=[C:4]2[C:8]([C:11]([NH:13][C@H:14]3[CH2:19][CH2:18][CH2:17][CH2:16][C@@H:15]3[OH:20])=[O:12])=[CH:9][N:10]([CH2:23][C:24]3[CH:29]=[CH:28][C:27]([CH3:30])=[CH:26][N:25]=3)[C:3]=12, predict the reactants needed to synthesize it. The reactants are: [Cl:1][C:2]1[CH:7]=[CH:6][N:5]=[C:4]2[C:8]([C:11]([NH:13][C@H:14]3[CH2:19][CH2:18][CH2:17][CH2:16][C@@H:15]3[OH:20])=[O:12])=[CH:9][NH:10][C:3]=12.Cl.Cl[CH2:23][C:24]1[CH:29]=[CH:28][C:27]([CH3:30])=[CH:26][N:25]=1.C(=O)([O-])[O-].[Cs+].[Cs+]. (10) Given the product [CH3:1][C:2]1([CH3:37])[CH2:6][O:5][C:4]2=[CH:7][C:8]3[O:9][CH2:10][C:11]4([C:35]=3[CH:36]=[C:3]12)[C:19]1[C:14](=[CH:15][CH:16]=[CH:17][CH:18]=1)[N:13]([CH2:20][CH:21]1[CH2:26][CH2:25][NH:24][CH2:23][CH2:22]1)[CH2:12]4, predict the reactants needed to synthesize it. The reactants are: [CH3:1][C:2]1([CH3:37])[CH2:6][O:5][C:4]2=[CH:7][C:8]3[O:9][CH2:10][C:11]4([C:35]=3[CH:36]=[C:3]12)[C:19]1[C:14](=[CH:15][CH:16]=[CH:17][CH:18]=1)[N:13]([CH2:20][CH:21]1[CH2:26][CH2:25][N:24](C(OC(C)(C)C)=O)[CH2:23][CH2:22]1)[C:12]4=O.Br.